Predict the reaction yield, written as a fraction of the theoretical maximum amount of product (1.0 means a 100% yield; for example, 0.34 means a 34% yield). From a dataset of Reaction yield outcomes from USPTO patents with 853,638 reactions. The reactants are [CH3:1][O:2][CH2:3][O:4][C@H:5]1[C@H:9]([C:10]2[N:14]([CH3:15])[N:13]=[CH:12][CH:11]=2)[CH2:8][C@H:7](O)[CH2:6]1.COCCN(S(F)(F)[F:27])CCOC.C(=O)([O-])O.[Na+]. The catalyst is ClCCl. The product is [F:27][C@H:7]1[CH2:8][C@H:9]([C:10]2[N:14]([CH3:15])[N:13]=[CH:12][CH:11]=2)[C@@H:5]([O:4][CH2:3][O:2][CH3:1])[CH2:6]1. The yield is 0.870.